This data is from Full USPTO retrosynthesis dataset with 1.9M reactions from patents (1976-2016). The task is: Predict the reactants needed to synthesize the given product. Given the product [S:38]1[C:34]2[CH:33]=[C:32]([C:2]3[CH:3]=[C:4]([NH:11][C:12]4[CH:17]=[CH:16][CH:15]=[C:14]([N:18]5[CH2:22][CH2:21][CH2:20][C@@H:19]5[CH3:23])[N:13]=4)[C:5]4[N:6]([CH:8]=[CH:9][N:10]=4)[N:7]=3)[CH:40]=[CH:39][C:35]=2[N:36]=[CH:37]1, predict the reactants needed to synthesize it. The reactants are: Cl[C:2]1[CH:3]=[C:4]([NH:11][C:12]2[CH:17]=[CH:16][CH:15]=[C:14]([N:18]3[CH2:22][CH2:21][CH2:20][C@@H:19]3[CH3:23])[N:13]=2)[C:5]2[N:6]([CH:8]=[CH:9][N:10]=2)[N:7]=1.CC1(C)C(C)(C)OB([C:32]2[CH:40]=[CH:39][C:35]3[N:36]=[CH:37][S:38][C:34]=3[CH:33]=2)O1.CC(C1C=C(C(C)C)C(C2C=CC=CC=2P(C2CCCCC2)C2CCCCC2)=C(C(C)C)C=1)C.C([O-])([O-])=O.[Na+].[Na+].